Dataset: Ames mutagenicity test results for genotoxicity prediction. Task: Regression/Classification. Given a drug SMILES string, predict its toxicity properties. Task type varies by dataset: regression for continuous values (e.g., LD50, hERG inhibition percentage) or binary classification for toxic/non-toxic outcomes (e.g., AMES mutagenicity, cardiotoxicity, hepatotoxicity). Dataset: ames. (1) The molecule is O=C1c2ccc3nc(-c4ccccc4)sc3c2C(=O)c2ccc3nc(-c4ccccc4)sc3c21. The result is 0 (non-mutagenic). (2) The drug is C=CC(=O)OCCCC. The result is 0 (non-mutagenic). (3) The drug is CCN(CC)c1ccc([N+](=O)[O-])cc1. The result is 1 (mutagenic). (4) The compound is NC(=O)c1ccccc1. The result is 0 (non-mutagenic). (5) The drug is O=CCC=O. The result is 1 (mutagenic). (6) The compound is O=[N+]([O-])c1ccc2c(c1)Oc1cc(Cl)c(Cl)cc1O2. The result is 1 (mutagenic). (7) The molecule is C#CCNC(=NCCSCc1nc[nH]c1C)NC#N. The result is 0 (non-mutagenic). (8) The molecule is Clc1ccc(C(c2ccc(Cl)cc2)C(Cl)Cl)cc1. The result is 0 (non-mutagenic). (9) The molecule is CCc1c2c(cc3ccccc13)-c1ccccc1C1NC21. The result is 1 (mutagenic). (10) The compound is O=C(O)c1ccccc1O. The result is 0 (non-mutagenic).